From a dataset of Reaction yield outcomes from USPTO patents with 853,638 reactions. Predict the reaction yield, written as a fraction of the theoretical maximum amount of product (1.0 means a 100% yield; for example, 0.34 means a 34% yield). (1) The reactants are [OH:1][C:2]1([C:14]2[S:15][C:16]([C:19]3[CH:24]=[C:23]([CH3:25])[CH:22]=[C:21]([NH:26][C:27]4[CH:32]=[C:31]([C:33]([F:36])([F:35])[F:34])[CH:30]=[CH:29][N:28]=4)[N:20]=3)=[CH:17][N:18]=2)[CH2:11][CH2:10][CH2:9][C:8]2[CH:7]=[C:6]([C:12]#[N:13])[CH:5]=[CH:4][C:3]1=2.[N-:37]=[N+:38]=[N-:39].[Na+]. The catalyst is [Br-].[Zn+2].[Br-].CN(C=O)C. The product is [CH3:25][C:23]1[CH:22]=[C:21]([NH:26][C:27]2[CH:32]=[C:31]([C:33]([F:35])([F:34])[F:36])[CH:30]=[CH:29][N:28]=2)[N:20]=[C:19]([C:16]2[S:15][C:14]([C:2]3([OH:1])[C:3]4[C:8](=[CH:7][C:6]([C:12]5[N:37]=[N:38][NH:39][N:13]=5)=[CH:5][CH:4]=4)[CH2:9][CH2:10][CH2:11]3)=[N:18][CH:17]=2)[CH:24]=1. The yield is 0.130. (2) The reactants are [N:1]1([CH2:6][CH2:7][O:8][C:9]2[CH:14]=[CH:13][C:12]([NH2:15])=[CH:11][CH:10]=2)[CH2:5][CH2:4][CH2:3][CH2:2]1.[Cl:16][C:17]1[CH:18]=[C:19]2[C:23](=[CH:24][CH:25]=1)[NH:22][C:21](=[O:26])[C:20]2=[CH:27]O. No catalyst specified. The product is [Cl:16][C:17]1[CH:18]=[C:19]2[C:23](=[CH:24][CH:25]=1)[NH:22][C:21](=[O:26])[C:20]2=[CH:27][NH:15][C:12]1[CH:11]=[CH:10][C:9]([O:8][CH2:7][CH2:6][N:1]2[CH2:5][CH2:4][CH2:3][CH2:2]2)=[CH:14][CH:13]=1. The yield is 0.790.